Dataset: Full USPTO retrosynthesis dataset with 1.9M reactions from patents (1976-2016). Task: Predict the reactants needed to synthesize the given product. (1) Given the product [Br:1][C:2]1[CH:3]=[C:4]([F:13])[C:5]([C:8]#[N:9])=[N:6][CH:7]=1, predict the reactants needed to synthesize it. The reactants are: [Br:1][C:2]1[CH:3]=[C:4]([N+]([O-])=O)[C:5]([C:8]#[N:9])=[N:6][CH:7]=1.[F-:13].C([N+](CCCC)(CCCC)CCCC)CCC. (2) Given the product [NH:8]1[CH2:13][CH2:12][CH2:11][C@H:10]([CH2:14][C:15]([O:17][CH2:18][CH3:19])=[O:16])[CH2:9]1, predict the reactants needed to synthesize it. The reactants are: C(OC([N:8]1[CH2:13][CH2:12][CH2:11][C@H:10]([CH2:14][C:15]([OH:17])=[O:16])[CH2:9]1)=O)(C)(C)C.[CH2:18](O)[CH3:19]. (3) Given the product [CH2:10]([O:9][CH2:8][C@H:7]([O:6][CH2:5][CH:4]=[O:3])[CH2:17][CH:18]=[CH2:19])[C:11]1[CH:16]=[CH:15][CH:14]=[CH:13][CH:12]=1, predict the reactants needed to synthesize it. The reactants are: C([O:3][CH:4](OCC)[CH2:5][O:6][C@H:7]([CH2:17][CH:18]=[CH2:19])[CH2:8][O:9][CH2:10][C:11]1[CH:16]=[CH:15][CH:14]=[CH:13][CH:12]=1)C.Cl. (4) Given the product [F:19][C:20]1[CH:25]=[CH:24][C:23]([O:1][CH2:2][CH2:3][CH2:4][O:5][C:6]2[CH:11]=[CH:10][C:9]([CH2:12][C@H:13]([O:17][CH3:18])[C:14]([OH:16])=[O:15])=[CH:8][CH:7]=2)=[CH:22][CH:21]=1, predict the reactants needed to synthesize it. The reactants are: [OH:1][CH2:2][CH2:3][CH2:4][O:5][C:6]1[CH:11]=[CH:10][C:9]([CH2:12][C@H:13]([O:17][CH3:18])[C:14]([OH:16])=[O:15])=[CH:8][CH:7]=1.[F:19][C:20]1[CH:25]=[CH:24][C:23](O)=[CH:22][CH:21]=1. (5) Given the product [I:10][C:7]1[CH:8]=[CH:9][C:4]([C:2](=[O:3])[CH:1]=[CH:11][C:12]2[CH:17]=[CH:16][CH:15]=[CH:14][CH:13]=2)=[CH:5][CH:6]=1, predict the reactants needed to synthesize it. The reactants are: [CH3:1][C:2]([C:4]1[CH:9]=[CH:8][C:7]([I:10])=[CH:6][CH:5]=1)=[O:3].[CH:11](=O)[C:12]1[CH:17]=[CH:16][CH:15]=[CH:14][CH:13]=1.[OH-].[K+]. (6) Given the product [I:21][C:11]1[CH:12]=[CH:13][C:8]([CH2:7][CH2:6][NH:5][S:2]([CH3:1])(=[O:4])=[O:3])=[CH:9][CH:10]=1, predict the reactants needed to synthesize it. The reactants are: [CH3:1][S:2]([NH:5][CH2:6][CH2:7][C:8]1[CH:13]=[CH:12][CH:11]=[CH:10][CH:9]=1)(=[O:4])=[O:3].S(=O)(=O)(O)O.II.[I:21](O)(=O)(=O)=O.